This data is from Full USPTO retrosynthesis dataset with 1.9M reactions from patents (1976-2016). The task is: Predict the reactants needed to synthesize the given product. (1) Given the product [Cl:1][C:2]1[CH:7]=[CH:6][CH:5]=[C:4]([Cl:8])[C:3]=1[NH:9][C:10]1[N:14]2[CH:15]=[CH:16][CH:17]=[N:18][C:13]2=[N:12][C:11]=1[C:19]1[C:27]([O:28][CH3:29])=[CH:26][C:25]([O:30][CH3:31])=[CH:24][C:20]=1[C:21]([NH:34][NH:33][C:32]([O:36][C:37]([CH3:40])([CH3:39])[CH3:38])=[O:35])=[O:23], predict the reactants needed to synthesize it. The reactants are: [Cl:1][C:2]1[CH:7]=[CH:6][CH:5]=[C:4]([Cl:8])[C:3]=1[NH:9][C:10]1[N:14]2[CH:15]=[CH:16][CH:17]=[N:18][C:13]2=[N:12][C:11]=1[C:19]1[C:27]([O:28][CH3:29])=[CH:26][C:25]([O:30][CH3:31])=[CH:24][C:20]=1[C:21]([OH:23])=O.[C:32]([O:36][C:37]([CH3:40])([CH3:39])[CH3:38])(=[O:35])[NH:33][NH2:34].O. (2) Given the product [CH:21]([O:15][C:7]1[C:8]2[C:3](=[CH:2][C:11]([O:12][CH3:13])=[CH:10][CH:9]=2)[CH:4]=[CH:5][CH:6]=1)([CH3:23])[CH3:22], predict the reactants needed to synthesize it. The reactants are: O[C:2]1[C:11]([O:12][CH3:13])=[CH:10][CH:9]=[C:8]2[C:3]=1[CH:4]=[CH:5][CH:6]=[CH:7]2.C(=O)([O-])[O-:15].[Cs+].[Cs+].Br[CH:21]([CH3:23])[CH3:22]. (3) Given the product [CH2:1]([O:9][C:10]1[C:27]([O:28][CH3:29])=[CH:26][C:13]([C:14]([N:16]2[CH2:21][CH2:20][CH2:19][CH2:18][C@H:17]2[CH:22]=[O:23])=[O:15])=[C:12]([N+:30]([O-:32])=[O:31])[CH:11]=1)[C:2]1[CH:3]=[CH:4][CH:5]=[CH:6][CH:7]=1, predict the reactants needed to synthesize it. The reactants are: [C:1]([O:9][C:10]1[C:27]([O:28][CH3:29])=[CH:26][C:13]([C:14]([N:16]2[CH2:21][CH2:20][CH2:19][CH2:18][C@H:17]2[C:22](OC)=[O:23])=[O:15])=[C:12]([N+:30]([O-:32])=[O:31])[CH:11]=1)(=O)[C:2]1[CH:7]=[CH:6][CH:5]=[CH:4][CH:3]=1.CC(C[AlH]CC(C)C)C.